From a dataset of Forward reaction prediction with 1.9M reactions from USPTO patents (1976-2016). Predict the product of the given reaction. (1) Given the reactants [O:1]1[CH2:4][C:3](=O)[CH2:2]1.[NH2:6][C:7]1[C:19]([C:20]([NH:22][C:23]2[S:27][N:26]=[C:25]([CH3:28])[C:24]=2[CH:29]2[CH2:31][CH2:30]2)=[O:21])=[C:10]2[N:11]=[C:12]3[CH2:18][CH2:17][NH:16][CH2:15][C:13]3=[CH:14][N:9]2[N:8]=1.C(O)(=O)C.C(O[BH-](OC(=O)C)OC(=O)C)(=O)C.[Na+], predict the reaction product. The product is: [NH2:6][C:7]1[C:19]([C:20]([NH:22][C:23]2[S:27][N:26]=[C:25]([CH3:28])[C:24]=2[CH:29]2[CH2:31][CH2:30]2)=[O:21])=[C:10]2[N:11]=[C:12]3[CH2:18][CH2:17][N:16]([CH:3]4[CH2:2][O:1][CH2:4]4)[CH2:15][C:13]3=[CH:14][N:9]2[N:8]=1. (2) Given the reactants P(Br)(Br)([Br:3])=O.[CH3:6][C:7]1[N:8]([S:18]([C:21]2[CH:26]=[CH:25][CH:24]=[CH:23][CH:22]=2)(=[O:20])=[O:19])[C:9]2[C:14]([CH:15]=1)=[C:13]([CH2:16]O)[CH:12]=[CH:11][CH:10]=2.C(=O)(O)[O-].[Na+], predict the reaction product. The product is: [Br:3][CH2:16][C:13]1[CH:12]=[CH:11][CH:10]=[C:9]2[C:14]=1[CH:15]=[C:7]([CH3:6])[N:8]2[S:18]([C:21]1[CH:22]=[CH:23][CH:24]=[CH:25][CH:26]=1)(=[O:19])=[O:20]. (3) Given the reactants C(=O)([O-])[O-].[Cs+].[Cs+].Cl.Cl.[NH:9]1[CH2:12][CH:11]([C:13]2[NH:17][C:16]3[CH:18]=[CH:19][C:20]([Cl:22])=[CH:21][C:15]=3[N:14]=2)[CH2:10]1.F[C:24]1[CH:29]=[C:28]([CH:30]2[CH2:35][CH2:34][O:33][CH2:32][CH2:31]2)[CH:27]=[CH:26][N:25]=1.[Cl-].[NH4+], predict the reaction product. The product is: [Cl:22][C:20]1[CH:19]=[CH:18][C:16]2[NH:17][C:13]([CH:11]3[CH2:12][N:9]([C:26]4[CH:27]=[C:28]([CH:30]5[CH2:35][CH2:34][O:33][CH2:32][CH2:31]5)[CH:29]=[CH:24][N:25]=4)[CH2:10]3)=[N:14][C:15]=2[CH:21]=1. (4) Given the reactants Cl.[Cl:2][C:3]1[CH:8]=[CH:7][CH:6]=[C:5]([Cl:9])[C:4]=1[C:10]1[C:18]2[O:17][CH:16](NC)[CH2:15][C:14]=2[CH:13]=[CH:12][CH:11]=1.[CH:21]([N:24]([CH:27](C)C)CC)(C)[CH3:22].C(OC(=O)C)(=[O:32])C, predict the reaction product. The product is: [Cl:9][C:5]1[CH:6]=[CH:7][CH:8]=[C:3]([Cl:2])[C:4]=1[C:10]1[C:18]2[O:17][CH:16]([CH2:27][NH:24][C:21](=[O:32])[CH3:22])[CH2:15][C:14]=2[CH:13]=[CH:12][CH:11]=1. (5) Given the reactants [NH2:1][C:2]1[CH:3]=[C:4]([NH:8][C:9]([NH:11][C:12]2[CH:17]=[CH:16][C:15]([N:18]([CH2:22][CH2:23][Cl:24])[CH2:19][CH2:20][Cl:21])=[CH:14][CH:13]=2)=[O:10])[CH:5]=[CH:6][CH:7]=1.[Cl:25][CH2:26][C:27](Cl)=[O:28], predict the reaction product. The product is: [Cl:24][CH2:23][CH2:22][N:18]([CH2:19][CH2:20][Cl:21])[C:15]1[CH:16]=[CH:17][C:12]([NH:11][C:9](=[O:10])[NH:8][C:4]2[CH:3]=[C:2]([NH:1][C:27](=[O:28])[CH2:26][Cl:25])[CH:7]=[CH:6][CH:5]=2)=[CH:13][CH:14]=1.